Dataset: Reaction yield outcomes from USPTO patents with 853,638 reactions. Task: Predict the reaction yield, written as a fraction of the theoretical maximum amount of product (1.0 means a 100% yield; for example, 0.34 means a 34% yield). (1) The catalyst is O1CCCC1.CO.[Cl-].[Na+].O.O. The reactants are Cl.[CH3:2][O:3][C:4]([C@@H:6]1[CH2:10][CH2:9][CH2:8][C@@H:7]1[NH2:11])=[O:5].S([O-])([O-])(=O)=O.[Mg+2].C(N(CC)CC)C.[F:25][C:26]1[CH:27]=[C:28]([CH:31]=[CH:32][C:33]=1[F:34])[CH:29]=O.[BH4-].[Na+].C(=O)(O)[O-].[Na+]. The product is [CH3:2][O:3][C:4]([C@@H:6]1[CH2:10][CH2:9][CH2:8][C@@H:7]1[NH:11][CH2:29][C:28]1[CH:31]=[CH:32][C:33]([F:34])=[C:26]([F:25])[CH:27]=1)=[O:5]. The yield is 0.867. (2) The reactants are O.O=[C:3]1[NH:8][N:7]=[C:6]([C:9]([OH:11])=O)[CH:5]=[CH:4]1.CN(C)C=O.S(Cl)([Cl:19])=O.[CH3:21][CH:22]([CH3:26])[CH2:23][CH2:24][NH2:25]. The catalyst is C(Cl)(Cl)Cl.ClCCl.C(N(CC)CC)C. The product is [CH3:21][CH:22]([CH3:26])[CH2:23][CH2:24][NH:25][C:9]([C:6]1[N:7]=[N:8][C:3]([Cl:19])=[CH:4][CH:5]=1)=[O:11]. The yield is 0.980. (3) The reactants are [CH2:1]([O:4][C:5]1([CH3:49])[CH2:10][CH2:9][N:8]([C:11]2[N:16]3[N:17]=[C:18]([CH2:20][N:21]([CH2:25][C:26]4[CH:31]=[CH:30][C:29]([F:32])=[CH:28][C:27]=4[CH2:33][CH2:34]C=C)[CH:22]4[CH2:24][CH2:23]4)[CH:19]=[C:15]3[N:14]=[C:13]([CH3:37])[C:12]=2[C@H:38]([O:44][C:45]([CH3:48])([CH3:47])[CH3:46])[C:39]([O:41][CH2:42][CH3:43])=[O:40])[CH2:7][CH2:6]1)[CH:2]=[CH2:3].[BH4-].[Na+]. The catalyst is C(Cl)Cl.O. The product is [C:45]([O:44][C@@H:38]([C:12]1[C:13]([CH3:37])=[N:14][C:15]2=[CH:19][C:18]3=[N:17][N:16]2[C:11]=1[N:8]1[CH2:7][CH2:6][C:5]([CH3:49])([O:4][CH2:1][CH2:2][CH2:3][CH2:34][CH2:33][C:27]2[CH:28]=[C:29]([F:32])[CH:30]=[CH:31][C:26]=2[CH2:25][N:21]([CH:22]2[CH2:23][CH2:24]2)[CH2:20]3)[CH2:10][CH2:9]1)[C:39]([O:41][CH2:42][CH3:43])=[O:40])([CH3:46])([CH3:48])[CH3:47]. The yield is 0.810. (4) The reactants are Br[C:2]1[CH:14]=[CH:13][C:12]2[C:11]3[C:6](=[CH:7][C:8]([Br:15])=[CH:9][CH:10]=3)[C:5]([F:17])([F:16])[C:4]=2[CH:3]=1.C([Sn](CCCC)(CCCC)[C:23]([O:25]CC)=[CH2:24])CCC.C1C(=O)N(Br)C(=O)C1.[N:44]1([C:52]([O:54][C:55]([CH3:58])([CH3:57])[CH3:56])=[O:53])[CH2:51][CH2:50][CH2:49][C@H:45]1[C:46]([OH:48])=[O:47].CCN(C(C)C)C(C)C. The catalyst is O1CCOCC1.C(OCC)(=O)C.CC#N.CN(C=O)C.C1C=CC(P(C2C=CC=CC=2)[C-]2C=CC=C2)=CC=1.C1C=CC(P(C2C=CC=CC=2)[C-]2C=CC=C2)=CC=1.Cl[Pd]Cl.[Fe+2].C1C=CC([P]([Pd]([P](C2C=CC=CC=2)(C2C=CC=CC=2)C2C=CC=CC=2)([P](C2C=CC=CC=2)(C2C=CC=CC=2)C2C=CC=CC=2)[P](C2C=CC=CC=2)(C2C=CC=CC=2)C2C=CC=CC=2)(C2C=CC=CC=2)C2C=CC=CC=2)=CC=1.O. The product is [C:55]([O:54][C:52]([N:44]1[CH2:51][CH2:50][CH2:49][CH:45]1[C:46]([O:48][CH2:24][C:23]([C:2]1[CH:14]=[CH:13][C:12]2[C:11]3[C:6](=[CH:7][C:8]([Br:15])=[CH:9][CH:10]=3)[C:5]([F:17])([F:16])[C:4]=2[CH:3]=1)=[O:25])=[O:47])=[O:53])([CH3:58])([CH3:57])[CH3:56]. The yield is 0.340. (5) The reactants are [OH:1][CH2:2][C@@H:3]1[O:7][C:6](=[O:8])[N:5]([C:9]2[CH:14]=[CH:13][C:12]([C:15]3[CH2:20][CH2:19][N:18]([CH2:21][C:22]4[CH:27]=[CH:26][CH:25]=[CH:24][CH:23]=4)[CH2:17][CH:16]=3)=[C:11]([F:28])[CH:10]=2)[CH2:4]1.O[C:30]1[CH:34]=[CH:33][O:32][N:31]=1.C1(P(C2C=CC=CC=2)C2C=CC=CC=2)C=CC=CC=1.CC(OC(/N=N/C(OC(C)C)=O)=O)C. The catalyst is O1CCCC1. The product is [O:32]1[CH:33]=[CH:34][C:30]([O:1][CH2:2][C@@H:3]2[O:7][C:6](=[O:8])[N:5]([C:9]3[CH:14]=[CH:13][C:12]([C:15]4[CH2:20][CH2:19][N:18]([CH2:21][C:22]5[CH:27]=[CH:26][CH:25]=[CH:24][CH:23]=5)[CH2:17][CH:16]=4)=[C:11]([F:28])[CH:10]=3)[CH2:4]2)=[N:31]1. The yield is 0.640. (6) The reactants are C(N(C(C)C)CC)(C)C.[OH:10][N:11]1[C:15](=[O:16])[C:14]2=[CH:17][CH:18]=[CH:19][CH:20]=[C:13]2[C:12]1=[O:21].Br[CH2:23][CH2:24][CH2:25][OH:26]. The catalyst is CN(C)C=O.C(OCC)(=O)C. The product is [OH:26][CH2:25][CH2:24][CH2:23][O:10][N:11]1[C:12](=[O:21])[C:13]2[C:14](=[CH:17][CH:18]=[CH:19][CH:20]=2)[C:15]1=[O:16]. The yield is 0.650. (7) The reactants are [OH-].[K+].[C:3]([C:7]1[CH:8]=[C:9]([C:18]2[N:19]=[C:20]([CH2:23][NH:24]C(=O)OCC3C=CC=CC=3)[S:21][CH:22]=2)[CH:10]=[C:11]([C:14]([CH3:17])([CH3:16])[CH3:15])[C:12]=1[OH:13])([CH3:6])([CH3:5])[CH3:4]. The product is [NH2:24][CH2:23][C:20]1[S:21][CH:22]=[C:18]([C:9]2[CH:10]=[C:11]([C:14]([CH3:15])([CH3:16])[CH3:17])[C:12]([OH:13])=[C:7]([C:3]([CH3:6])([CH3:5])[CH3:4])[CH:8]=2)[N:19]=1. The catalyst is CO. The yield is 0.760. (8) The catalyst is C(Cl)(Cl)Cl. The yield is 0.260. The product is [Br:1][C:2]1[CH:3]=[C:4]([C:8]([NH:11][CH:12]([CH2:22][C:23]2[CH:24]=[CH:25][CH:26]=[CH:27][CH:28]=2)[CH2:13][NH:14][C:15](=[O:21])[O:16][C:17]([CH3:20])([CH3:18])[CH3:19])=[O:10])[N:5]([CH3:7])[CH:6]=1. The reactants are [Br:1][C:2]1[CH:3]=[C:4]([C:8]([OH:10])=O)[N:5]([CH3:7])[CH:6]=1.[NH2:11][CH:12]([CH2:22][C:23]1[CH:28]=[CH:27][CH:26]=[CH:25][CH:24]=1)[CH2:13][NH:14][C:15](=[O:21])[O:16][C:17]([CH3:20])([CH3:19])[CH3:18].C1CN([P+](Br)(N2CCCC2)N2CCCC2)CC1.F[P-](F)(F)(F)(F)F.CCN(C(C)C)C(C)C.